From a dataset of Forward reaction prediction with 1.9M reactions from USPTO patents (1976-2016). Predict the product of the given reaction. (1) Given the reactants [CH2:1]([O:11][C:12](=[O:22])[CH:13]=[CH:14][C:15]1[CH:20]=[CH:19][CH:18]=[CH:17][C:16]=1[OH:21])[CH2:2][CH2:3][CH2:4][CH2:5][CH2:6][CH2:7][CH2:8][CH:9]=[CH2:10].[C:23](Cl)([Cl:25])=[O:24].C(N(CC)C1C=CC=CC=1)C, predict the reaction product. The product is: [CH2:1]([O:11][C:12](=[O:22])[CH:13]=[CH:14][C:15]1[CH:20]=[CH:19][CH:18]=[CH:17][C:16]=1[O:21][C:23]([Cl:25])=[O:24])[CH2:2][CH2:3][CH2:4][CH2:5][CH2:6][CH2:7][CH2:8][CH:9]=[CH2:10]. (2) The product is: [C:1]([O:5][C:6](=[O:7])[NH:8][C@H:9]([C:13]1[CH:14]=[CH:15][C:16]([O:19][CH2:20][CH2:21][N:22]2[CH2:27][CH2:26][O:25][CH2:24][CH2:23]2)=[CH:17][CH:18]=1)[C:10](=[O:12])[NH:39][C@H:42]([C:43](=[O:44])[NH:45][C:46]1[S:47][CH:48]=[C:49]([C:51](=[O:54])[CH2:52][CH3:53])[N:50]=1)[C@H:55]([C:57]1[CH:62]=[CH:61][CH:60]=[CH:59][CH:58]=1)[CH3:56])([CH3:3])([CH3:2])[CH3:4]. Given the reactants [C:1]([O:5][C:6]([NH:8][C@H:9]([C:13]1[CH:18]=[CH:17][C:16]([O:19][CH2:20][CH2:21][N:22]2[CH2:27][CH2:26][O:25][CH2:24][CH2:23]2)=[CH:15][CH:14]=1)[C:10]([OH:12])=O)=[O:7])([CH3:4])([CH3:3])[CH3:2].COC1C=CC([C@@H]2C(=O)[N:39]([C@@H:42]([C@H:55]([C:57]3[CH:62]=[CH:61][CH:60]=[CH:59][CH:58]=3)[CH3:56])[C:43]([NH:45][C:46]3[S:47][CH:48]=[C:49]([C:51](=[O:54])[CH2:52][CH3:53])[N:50]=3)=[O:44])C(=O)N2)=CC=1.Cl.CN(C)CCCN=C=NCC, predict the reaction product.